From a dataset of NCI-60 drug combinations with 297,098 pairs across 59 cell lines. Regression. Given two drug SMILES strings and cell line genomic features, predict the synergy score measuring deviation from expected non-interaction effect. (1) Synergy scores: CSS=-0.578, Synergy_ZIP=-0.511, Synergy_Bliss=-3.72, Synergy_Loewe=-4.14, Synergy_HSA=-4.16. Drug 1: CN(C)N=NC1=C(NC=N1)C(=O)N. Drug 2: CC1CCCC2(C(O2)CC(NC(=O)CC(C(C(=O)C(C1O)C)(C)C)O)C(=CC3=CSC(=N3)C)C)C. Cell line: HOP-92. (2) Drug 1: CC1=C2C(C(=O)C3(C(CC4C(C3C(C(C2(C)C)(CC1OC(=O)C(C(C5=CC=CC=C5)NC(=O)OC(C)(C)C)O)O)OC(=O)C6=CC=CC=C6)(CO4)OC(=O)C)OC)C)OC. Drug 2: C1=CN(C=N1)CC(O)(P(=O)(O)O)P(=O)(O)O. Cell line: UACC62. Synergy scores: CSS=32.0, Synergy_ZIP=0.939, Synergy_Bliss=-0.153, Synergy_Loewe=-20.0, Synergy_HSA=0.203. (3) Drug 1: COC1=C(C=C2C(=C1)N=CN=C2NC3=CC(=C(C=C3)F)Cl)OCCCN4CCOCC4. Drug 2: CC1C(C(CC(O1)OC2CC(CC3=C2C(=C4C(=C3O)C(=O)C5=C(C4=O)C(=CC=C5)OC)O)(C(=O)C)O)N)O.Cl. Cell line: HOP-62. Synergy scores: CSS=53.5, Synergy_ZIP=6.24, Synergy_Bliss=12.6, Synergy_Loewe=11.1, Synergy_HSA=11.2. (4) Drug 1: CCC1=C2CN3C(=CC4=C(C3=O)COC(=O)C4(CC)O)C2=NC5=C1C=C(C=C5)O. Drug 2: CN(CC1=CN=C2C(=N1)C(=NC(=N2)N)N)C3=CC=C(C=C3)C(=O)NC(CCC(=O)O)C(=O)O. Cell line: CAKI-1. Synergy scores: CSS=36.3, Synergy_ZIP=-9.36, Synergy_Bliss=-13.9, Synergy_Loewe=-8.74, Synergy_HSA=-8.41. (5) Drug 1: C1CC(=O)NC(=O)C1N2CC3=C(C2=O)C=CC=C3N. Drug 2: C#CCC(CC1=CN=C2C(=N1)C(=NC(=N2)N)N)C3=CC=C(C=C3)C(=O)NC(CCC(=O)O)C(=O)O. Cell line: HL-60(TB). Synergy scores: CSS=10.9, Synergy_ZIP=-16.0, Synergy_Bliss=-27.3, Synergy_Loewe=-49.7, Synergy_HSA=-21.4. (6) Drug 1: CC(C)(C#N)C1=CC(=CC(=C1)CN2C=NC=N2)C(C)(C)C#N. Drug 2: CCCCCOC(=O)NC1=NC(=O)N(C=C1F)C2C(C(C(O2)C)O)O. Cell line: A498. Synergy scores: CSS=6.22, Synergy_ZIP=-2.20, Synergy_Bliss=-1.93, Synergy_Loewe=-0.569, Synergy_HSA=-0.969. (7) Drug 1: COC1=CC(=CC(=C1O)OC)C2C3C(COC3=O)C(C4=CC5=C(C=C24)OCO5)OC6C(C(C7C(O6)COC(O7)C8=CC=CS8)O)O. Cell line: OVCAR-5. Synergy scores: CSS=13.9, Synergy_ZIP=-14.9, Synergy_Bliss=-12.1, Synergy_Loewe=-6.67, Synergy_HSA=-6.22. Drug 2: C1C(C(OC1N2C=C(C(=O)NC2=O)F)CO)O.